Dataset: Forward reaction prediction with 1.9M reactions from USPTO patents (1976-2016). Task: Predict the product of the given reaction. (1) Given the reactants C=O.[NH:3]1[CH2:8][CH2:7][CH:6]([C:9]2[N:14]=[CH:13][C:12]([NH:15][C:16]3[N:21]=[C:20]([CH2:22][CH2:23][C:24]4[CH:29]=[CH:28][CH:27]=[CH:26][C:25]=4[CH2:30][C:31]([NH2:33])=[O:32])[C:19]([C:34]([F:37])([F:36])[F:35])=[CH:18][N:17]=3)=[CH:11][CH:10]=2)[CH2:5][CH2:4]1.[C:38](O[BH-](OC(=O)C)OC(=O)C)(=O)C.[Na+], predict the reaction product. The product is: [CH3:38][N:3]1[CH2:8][CH2:7][CH:6]([C:9]2[N:14]=[CH:13][C:12]([NH:15][C:16]3[N:21]=[C:20]([CH2:22][CH2:23][C:24]4[CH:29]=[CH:28][CH:27]=[CH:26][C:25]=4[CH2:30][C:31]([NH2:33])=[O:32])[C:19]([C:34]([F:35])([F:37])[F:36])=[CH:18][N:17]=3)=[CH:11][CH:10]=2)[CH2:5][CH2:4]1. (2) Given the reactants Br[C:2]1[CH:3]=[C:4]2[C:8](=[CH:9][CH:10]=1)[N:7]([CH:11]1[CH2:16][CH2:15][N:14]([C:17]3[N:22]=[CH:21][C:20]([CH2:23][CH3:24])=[CH:19][N:18]=3)[CH2:13][CH2:12]1)[CH:6]=[C:5]2[CH3:25].CC1(C)C(C)(C)OB([C:34]2[CH:39]=[CH:38][C:37]([S:40]([CH3:43])(=[O:42])=[O:41])=[CH:36][CH:35]=2)O1, predict the reaction product. The product is: [CH2:23]([C:20]1[CH:19]=[N:18][C:17]([N:14]2[CH2:15][CH2:16][CH:11]([N:7]3[C:8]4[C:4](=[CH:3][C:2]([C:34]5[CH:39]=[CH:38][C:37]([S:40]([CH3:43])(=[O:42])=[O:41])=[CH:36][CH:35]=5)=[CH:10][CH:9]=4)[C:5]([CH3:25])=[CH:6]3)[CH2:12][CH2:13]2)=[N:22][CH:21]=1)[CH3:24]. (3) Given the reactants BrBr.[CH:3]1([C:6](=O)[CH2:7][C:8]([O:10][CH3:11])=[O:9])[CH2:5][CH2:4]1.C([O-])(O)=O.[Na+].[Cl:18][C:19]1[CH:24]=[CH:23][C:22]([C:25](=[S:27])[NH2:26])=[CH:21][CH:20]=1, predict the reaction product. The product is: [CH3:11][O:10][C:8]([C:7]1[S:27][C:25]([C:22]2[CH:23]=[CH:24][C:19]([Cl:18])=[CH:20][CH:21]=2)=[N:26][C:6]=1[CH:3]1[CH2:5][CH2:4]1)=[O:9]. (4) Given the reactants [OH:1][CH:2]([CH3:10])/[CH:3]=[CH:4]/[C:5]([O:7][CH2:8][CH3:9])=[O:6].N1C=CC=CC=1.[CH3:17][O:18][C:19](Cl)=[O:20], predict the reaction product. The product is: [CH3:17][O:18][C:19]([O:1][CH:2]([CH3:10])/[CH:3]=[CH:4]/[C:5]([O:7][CH2:8][CH3:9])=[O:6])=[O:20]. (5) The product is: [CH2:24]([C:5]1[N:6]([CH2:9][C:10]2[CH:15]=[CH:14][C:13]([C:16]3[C:17]([C:22]#[N:23])=[CH:18][CH:19]=[CH:20][CH:21]=3)=[CH:12][CH:11]=2)[C:7](=[O:8])[C:2]([C:34]2[C:30]([CH3:29])=[N:31][O:32][C:33]=2[CH3:38])=[C:3]([CH3:28])[N:4]=1)[CH2:25][CH2:26][CH3:27]. Given the reactants Br[C:2]1[C:7](=[O:8])[N:6]([CH2:9][C:10]2[CH:15]=[CH:14][C:13]([C:16]3[C:17]([C:22]#[N:23])=[CH:18][CH:19]=[CH:20][CH:21]=3)=[CH:12][CH:11]=2)[C:5]([CH2:24][CH2:25][CH2:26][CH3:27])=[N:4][C:3]=1[CH3:28].[CH3:29][C:30]1[C:34](B(O)O)=[C:33]([CH3:38])[O:32][N:31]=1.C(=O)([O-])[O-].[Cs+].[Cs+], predict the reaction product. (6) Given the reactants [F:1][C:2]1[CH:22]=[C:21]([N+:23]([O-:25])=[O:24])[CH:20]=[CH:19][C:3]=1[O:4][C:5]1[N:10]=[CH:9][N:8]=[C:7]([NH:11][C:12](=[O:18])[O:13][C:14]([CH3:17])([CH3:16])[CH3:15])[CH:6]=1.[H-].[Na+].I[CH3:29], predict the reaction product. The product is: [F:1][C:2]1[CH:22]=[C:21]([N+:23]([O-:25])=[O:24])[CH:20]=[CH:19][C:3]=1[O:4][C:5]1[N:10]=[CH:9][N:8]=[C:7]([N:11]([CH3:29])[C:12](=[O:18])[O:13][C:14]([CH3:15])([CH3:16])[CH3:17])[CH:6]=1.